Dataset: Catalyst prediction with 721,799 reactions and 888 catalyst types from USPTO. Task: Predict which catalyst facilitates the given reaction. (1) Reactant: [CH2:1]([O:8][N:9]1[C:18]2[C:13](=[CH:14][C:15]([Br:19])=[CH:16][N:17]=2)[C:12]([OH:20])=[C:11]([C:21]([O:23]C)=O)[C:10]1=[O:25])[C:2]1[CH:7]=[CH:6][CH:5]=[CH:4][CH:3]=1.[F:26][C:27]1[CH:32]=[C:31]([F:33])[CH:30]=[CH:29][C:28]=1[CH2:34][NH2:35]. Product: [CH2:1]([O:8][N:9]1[C:18]2[C:13](=[CH:14][C:15]([Br:19])=[CH:16][N:17]=2)[C:12]([OH:20])=[C:11]([C:21]([NH:35][CH2:34][C:28]2[CH:29]=[CH:30][C:31]([F:33])=[CH:32][C:27]=2[F:26])=[O:23])[C:10]1=[O:25])[C:2]1[CH:7]=[CH:6][CH:5]=[CH:4][CH:3]=1. The catalyst class is: 3. (2) Reactant: [CH3:1][O:2][CH2:3][CH2:4][NH:5][C:6]1[N:7]=[CH:8][C:9]2[CH:15]=[CH:14][C:13]([CH3:16])=[N:12][C:10]=2[N:11]=1.C1C(=O)N([Br:24])C(=O)C1. Product: [Br:24][C:14]1[C:13]([CH3:16])=[N:12][C:10]2[N:11]=[C:6]([NH:5][CH2:4][CH2:3][O:2][CH3:1])[N:7]=[CH:8][C:9]=2[CH:15]=1. The catalyst class is: 1.